Predict the reaction yield, written as a fraction of the theoretical maximum amount of product (1.0 means a 100% yield; for example, 0.34 means a 34% yield). From a dataset of Reaction yield outcomes from USPTO patents with 853,638 reactions. (1) The reactants are [F:1][C:2]1[C:3]([CH3:33])=[C:4]([C@:8]2([C:21]([O:23][CH2:24][C:25]3[CH:30]=[CH:29][C:28]([O:31][CH3:32])=[CH:27][CH:26]=3)=[O:22])[CH2:12][CH2:11][C:10](OS(C(F)(F)F)(=O)=O)=[CH:9]2)[CH:5]=[CH:6][CH:7]=1.Br[C:35]1[CH:46]=[CH:45][C:38]2[O:39][C:40]([CH3:44])([CH3:43])[CH2:41][NH:42][C:37]=2[CH:36]=1. No catalyst specified. The product is [CH3:43][C:40]1([CH3:44])[O:39][C:38]2[CH:45]=[CH:46][C:35]([C:10]3[CH2:11][CH2:12][C@:8]([C:4]4[CH:5]=[CH:6][CH:7]=[C:2]([F:1])[C:3]=4[CH3:33])([C:21]([O:23][CH2:24][C:25]4[CH:30]=[CH:29][C:28]([O:31][CH3:32])=[CH:27][CH:26]=4)=[O:22])[CH:9]=3)=[CH:36][C:37]=2[NH:42][CH2:41]1. The yield is 0.740. (2) The reactants are [CH:1]1[CH:2]=[CH:3][N:4]2[CH2:10][C:9]3[CH:11]=[CH:12][CH:13]=[CH:14][C:8]=3[N:7]([C:15]([CH:17]3[CH2:22][CH2:21][N:20]([C:23]4[CH:30]=[CH:29][CH:28]=[CH:27][C:24]=4[C:25]#[N:26])[CH2:19][CH2:18]3)=[O:16])[CH2:6][C:5]=12.[BH4-].[Na+]. The catalyst is CO.O.O.O.O.O.O.[Co](Cl)Cl. The product is [NH2:26][CH2:25][C:24]1[CH:27]=[CH:28][CH:29]=[CH:30][C:23]=1[N:20]1[CH2:19][CH2:18][CH:17]([C:15]([N:7]2[C:8]3[CH:14]=[CH:13][CH:12]=[CH:11][C:9]=3[CH2:10][N:4]3[CH:3]=[CH:2][CH:1]=[C:5]3[CH2:6]2)=[O:16])[CH2:22][CH2:21]1. The yield is 0.690. (3) The reactants are [F:1][C:2]([F:17])([F:16])[C:3]1[CH:8]=[CH:7][C:6]([C:9]2([C:13](=[O:15])[CH3:14])[CH2:12][CH2:11][CH2:10]2)=[CH:5][CH:4]=1.C(O)(=O)C.[Br:22]Br.O. The catalyst is CO. The product is [Br:22][CH2:14][C:13]([C:9]1([C:6]2[CH:5]=[CH:4][C:3]([C:2]([F:16])([F:17])[F:1])=[CH:8][CH:7]=2)[CH2:10][CH2:11][CH2:12]1)=[O:15]. The yield is 0.800. (4) The reactants are [N:1]1([C:12](=[O:13])[C:11]2[N:10]([CH2:14][C:15]([OH:17])=O)[CH:9]=[N:8][C:7]=2[N:5]([CH3:6])[C:3]1=[O:4])[CH3:2].[C:18]([C:20]1[CH:28]=[CH:27][C:23]([CH2:24][CH2:25][NH2:26])=[CH:22][CH:21]=1)#[N:19]. No catalyst specified. The product is [C:18]([C:20]1[CH:28]=[CH:27][C:23]([CH2:24][CH2:25][NH:26][C:15](=[O:17])[CH2:14][N:10]2[C:11]3[C:12](=[O:13])[N:1]([CH3:2])[C:3](=[O:4])[N:5]([CH3:6])[C:7]=3[N:8]=[CH:9]2)=[CH:22][CH:21]=1)#[N:19]. The yield is 0.210. (5) The reactants are COC1C=CC(C[NH:8][C:9]2[CH:14]=[C:13]([O:15][C:16]3[CH:21]=[CH:20][C:19]([NH2:22])=[C:18]([F:23])[CH:17]=3)[CH:12]=[CH:11][N:10]=2)=CC=1.[N+]([O-])([O-])=O.[Ce+4].[NH4+].[N+]([O-])([O-])=O.[N+]([O-])([O-])=O.[N+]([O-])([O-])=O.[N+]([O-])([O-])=O. The catalyst is C(Cl)Cl. The product is [NH2:22][C:19]1[CH:20]=[CH:21][C:16]([O:15][C:13]2[CH:12]=[CH:11][N:10]=[C:9]([NH2:8])[CH:14]=2)=[CH:17][C:18]=1[F:23]. The yield is 0.770.